From a dataset of Full USPTO retrosynthesis dataset with 1.9M reactions from patents (1976-2016). Predict the reactants needed to synthesize the given product. (1) Given the product [CH:1]1([C:5]2[C:13]([C:14]3[NH:18][C:17]([CH3:19])=[N:16][N:15]=3)=[CH:12][C:8]([C:9]([N:40]3[CH2:41][CH2:42][CH:43]([C:46]4[CH:47]=[CH:48][C:49]5[N:50]([CH:52]=[CH:53][N:54]=5)[CH:51]=4)[CH2:44][CH2:45]3)=[O:11])=[C:7]([CH3:20])[CH:6]=2)[CH2:2][CH2:3][CH2:4]1, predict the reactants needed to synthesize it. The reactants are: [CH:1]1([C:5]2[C:13]([C:14]3[NH:18][C:17]([CH3:19])=[N:16][N:15]=3)=[CH:12][C:8]([C:9]([OH:11])=O)=[C:7]([CH3:20])[CH:6]=2)[CH2:4][CH2:3][CH2:2]1.C1(C2C(C(=O)NC)=CC(C(O)=O)=C(C)C=2)CCC1.Cl.[NH:40]1[CH2:45][CH2:44][CH:43]([C:46]2[CH:47]=[CH:48][C:49]3[N:50]([CH:52]=[CH:53][N:54]=3)[CH:51]=2)[CH2:42][CH2:41]1.N1CCC(C2C=C3C(=CC=2)NN=C3)CC1. (2) Given the product [CH2:1]([C:8]1([OH:14])[CH2:13][CH2:12][N:11]([C:23]([O:25][CH2:26][C:27]2[CH:32]=[CH:31][CH:30]=[CH:29][CH:28]=2)=[O:24])[CH2:10][CH2:9]1)[C:2]1[CH:3]=[CH:4][CH:5]=[CH:6][CH:7]=1, predict the reactants needed to synthesize it. The reactants are: [CH2:1]([C:8]1([OH:14])[CH2:13][CH2:12][NH:11][CH2:10][CH2:9]1)[C:2]1[CH:7]=[CH:6][CH:5]=[CH:4][CH:3]=1.CCN(CC)CC.Cl[C:23]([O:25][CH2:26][C:27]1[CH:32]=[CH:31][CH:30]=[CH:29][CH:28]=1)=[O:24]. (3) Given the product [NH2:3][C:4]1[C:9]([Cl:10])=[C:8]([C:11]([OH:13])=[O:12])[N:7]=[C:6]([C:15]2[CH:16]=[N:17][C:18]([CH:21]3[CH2:23][CH2:22]3)=[CH:19][CH:20]=2)[C:5]=1[F:24], predict the reactants needed to synthesize it. The reactants are: [OH-].[Na+].[NH2:3][C:4]1[C:9]([Cl:10])=[C:8]([C:11]([O:13]C)=[O:12])[N:7]=[C:6]([C:15]2[CH:16]=[N:17][C:18]([CH:21]3[CH2:23][CH2:22]3)=[CH:19][CH:20]=2)[C:5]=1[F:24].Cl. (4) Given the product [CH:1]1([CH2:4][O:5][CH2:6][C:7]2[CH:8]=[C:9]([CH:13]=[CH:14][N:15]=2)[C:10]([NH:64][C:61]2[S:62][C:63]3[C:55]([CH:50]4[CH2:51][O:52][CH2:53][CH2:54][O:49]4)=[CH:56][CH:57]=[C:58]([O:65][CH3:66])[C:59]=3[N:60]=2)=[O:12])[CH2:2][CH2:3]1, predict the reactants needed to synthesize it. The reactants are: [CH:1]1([CH2:4][O:5][CH2:6][C:7]2[CH:8]=[C:9]([CH:13]=[CH:14][N:15]=2)[C:10]([OH:12])=O)[CH2:3][CH2:2]1.CN(C(ON1N=NC2C=CC=NC1=2)=[N+](C)C)C.F[P-](F)(F)(F)(F)F.C(N(C(C)C)C(C)C)C.[O:49]1[CH2:54][CH2:53][O:52][CH2:51][CH:50]1[C:55]1[C:63]2[S:62][C:61]([NH2:64])=[N:60][C:59]=2[C:58]([O:65][CH3:66])=[CH:57][CH:56]=1. (5) Given the product [CH3:1][NH:2][CH:3]1[CH:8]([CH3:9])[CH2:7][NH:6][CH2:5][CH:4]1[CH3:15], predict the reactants needed to synthesize it. The reactants are: [CH3:1][NH:2][CH:3]1[CH:8]([CH3:9])[CH2:7][N:6](C(OCC)=O)[CH2:5][CH:4]1[CH3:15]. (6) Given the product [CH2:1]([O:3][C:4]1[CH:9]=[CH:8][C:7]([CH2:10][CH2:11][C:12]2[CH:13]=[N:14][C:15]3[C:20]([CH:21]=2)=[C:19]2[CH:22]=[CH:23][C:24]([CH3:26])=[CH:25][C:18]2=[N:17][C:16]=3[NH2:27])=[CH:6][CH:5]=1)[CH3:2], predict the reactants needed to synthesize it. The reactants are: [CH2:1]([O:3][C:4]1[CH:9]=[CH:8][C:7]([C:10]#[C:11][C:12]2[CH:13]=[N:14][C:15]3[C:20]([CH:21]=2)=[C:19]2[CH:22]=[CH:23][C:24]([CH3:26])=[CH:25][C:18]2=[N:17][C:16]=3[NH2:27])=[CH:6][CH:5]=1)[CH3:2].C(O)C.